Dataset: Full USPTO retrosynthesis dataset with 1.9M reactions from patents (1976-2016). Task: Predict the reactants needed to synthesize the given product. Given the product [O:19]1[CH2:23][CH2:22][C:21]([C:24]2[CH:25]=[C:26]([CH3:31])[C:27]([O:1][CH2:2][C:3]3[CH:8]=[CH:7][CH:6]=[CH:5][C:4]=3/[C:9](=[N:14]\[O:15][CH3:16])/[C:10]([NH:12][CH3:13])=[O:11])=[N:28][CH:29]=2)=[N:20]1, predict the reactants needed to synthesize it. The reactants are: [OH:1][CH2:2][C:3]1[CH:8]=[CH:7][CH:6]=[CH:5][C:4]=1/[C:9](=[N:14]\[O:15][CH3:16])/[C:10]([NH:12][CH3:13])=[O:11].[H-].[Na+].[O:19]1[CH2:23][CH2:22][C:21]([C:24]2[CH:25]=[C:26]([CH3:31])[C:27](F)=[N:28][CH:29]=2)=[N:20]1.C(Cl)Cl.CCOC(C)=O.